This data is from Catalyst prediction with 721,799 reactions and 888 catalyst types from USPTO. The task is: Predict which catalyst facilitates the given reaction. (1) Reactant: [CH3:1][C:2]([CH3:30])([CH3:29])[CH2:3][N:4]([C:23]1[CH:28]=[CH:27][CH:26]=[CH:25][N:24]=1)[C:5]([C:7]1[CH:12]=[CH:11][C:10]([O:13][CH3:14])=[CH:9][C:8]=1[N:15]1[CH2:18][CH:17]([C:19](OC)=[O:20])[CH2:16]1)=[O:6].[BH4-].[Li+].[Cl-].[NH4+]. Product: [CH3:1][C:2]([CH3:30])([CH3:29])[CH2:3][N:4]([C:23]1[CH:28]=[CH:27][CH:26]=[CH:25][N:24]=1)[C:5](=[O:6])[C:7]1[CH:12]=[CH:11][C:10]([O:13][CH3:14])=[CH:9][C:8]=1[N:15]1[CH2:16][CH:17]([CH2:19][OH:20])[CH2:18]1. The catalyst class is: 1. (2) Reactant: [Cl:1][C:2]1[CH:3]=[C:4]2[C:10]([C:11]3[N:16]=[C:15]([NH:17][C@H:18]4[CH2:23][CH2:22][CH2:21][C@@:20]([CH2:25][C:26](O)=[O:27])([OH:24])[CH2:19]4)[C:14]([F:29])=[CH:13][N:12]=3)=[CH:9][NH:8][C:5]2=[N:6][CH:7]=1.[CH3:30][N:31](C(ON1N=NC2C=CC=NC1=2)=[N+](C)C)C.F[P-](F)(F)(F)(F)F.CN.CCN(C(C)C)C(C)C. Product: [Cl:1][C:2]1[CH:3]=[C:4]2[C:10]([C:11]3[N:16]=[C:15]([NH:17][C@H:18]4[CH2:23][CH2:22][CH2:21][C@@:20]([CH2:25][C:26]([NH:31][CH3:30])=[O:27])([OH:24])[CH2:19]4)[C:14]([F:29])=[CH:13][N:12]=3)=[CH:9][NH:8][C:5]2=[N:6][CH:7]=1. The catalyst class is: 705. (3) Reactant: C([O:3][C:4]([C:6]1[CH:13]=[CH:12][C:9]([C:10]#[N:11])=[CH:8][N:7]=1)=[CH2:5])C. Product: [C:4]([C:6]1[CH:13]=[CH:12][C:9]([C:10]#[N:11])=[CH:8][N:7]=1)(=[O:3])[CH3:5]. The catalyst class is: 295. (4) Reactant: [CH2:1]([CH:4]1[CH:30]=[C:29]([CH3:31])[CH2:28][CH:27]([CH3:32])[CH2:26][CH:25]([O:33][CH3:34])[CH:24]2[O:35][C:20]([OH:39])([CH:21]([CH3:38])[CH2:22][CH:23]2[O:36][CH3:37])[C:19](=[O:40])[C:18](=[O:41])[N:17]2[CH:12]([CH2:13][CH2:14][CH2:15][CH2:16]2)[C:11](=[O:42])[O:10][CH:9]([C:43]([CH3:65])=[CH:44][CH:45]2[CH2:50][CH2:49][CH:48]([O:51]C(=O)CCCCCCC(O)=O)[CH:47]([O:63][CH3:64])[CH2:46]2)[CH:8]([CH3:66])[CH:7]([OH:67])[CH2:6][C:5]1=[O:68])[CH:2]=[CH2:3].C(Cl)CCl.Cl.ON1C2C=CC=CC=2N=N1.C1C=C2C(C(O)(O)C(=O)C2=CC=1)=O. Product: [CH3:32][C@H:27]1[CH2:28][C:29]([CH3:31])=[CH:30][C@@H:4]([CH2:1][CH:2]=[CH2:3])[C:5](=[O:68])[CH2:6][C@H:7]([OH:67])[C@@H:8]([CH3:66])[C@@H:9](/[C:43](/[CH3:65])=[CH:44]/[C@H:45]2[CH2:46][C@@H:47]([O:63][CH3:64])[C@H:48]([OH:51])[CH2:49][CH2:50]2)[O:10][C:11](=[O:42])[C@H:12]2[N:17]([CH2:16][CH2:15][CH2:14][CH2:13]2)[C:18](=[O:41])[C:19](=[O:40])[C@:20]2([OH:39])[O:35][C@@H:24]([C@@H:23]([O:36][CH3:37])[CH2:22][C@H:21]2[CH3:38])[C@@H:25]([O:33][CH3:34])[CH2:26]1. The catalyst class is: 9. (5) Reactant: C([O:8][C:9]1[CH:10]=[C:11]([CH2:37][CH2:38][C:39]([O:41][CH2:42][CH3:43])=[O:40])[CH:12]=[CH:13][C:14]=1[O:15][CH2:16][CH2:17][CH2:18][C:19]1[C:20]([O:34][CH2:35][CH3:36])=[N:21][N:22]([C:24]2[CH:29]=[CH:28][C:27]([C:30]([F:33])([F:32])[F:31])=[CH:26][N:25]=2)[CH:23]=1)C1C=CC=CC=1.O1CCCC1. Product: [CH2:35]([O:34][C:20]1[C:19]([CH2:18][CH2:17][CH2:16][O:15][C:14]2[CH:13]=[CH:12][C:11]([CH2:37][CH2:38][C:39]([O:41][CH2:42][CH3:43])=[O:40])=[CH:10][C:9]=2[OH:8])=[CH:23][N:22]([C:24]2[CH:29]=[CH:28][C:27]([C:30]([F:31])([F:33])[F:32])=[CH:26][N:25]=2)[N:21]=1)[CH3:36]. The catalyst class is: 349. (6) Reactant: [N+:1]([C:4]1[CH:28]=[CH:27][C:7]([C:8]([N:10]=[C:11]2[N:15]([CH:16]([CH2:21][CH3:22])[C:17]([O:19][CH3:20])=[O:18])[C:14]3[CH:23]=[CH:24][CH:25]=[CH:26][C:13]=3[S:12]2)=[O:9])=[CH:6][CH:5]=1)([O-])=O. Product: [NH2:1][C:4]1[CH:28]=[CH:27][C:7]([C:8]([N:10]=[C:11]2[N:15]([CH:16]([CH2:21][CH3:22])[C:17]([O:19][CH3:20])=[O:18])[C:14]3[CH:23]=[CH:24][CH:25]=[CH:26][C:13]=3[S:12]2)=[O:9])=[CH:6][CH:5]=1. The catalyst class is: 78. (7) Reactant: Cl[C:2]([O:4][CH3:5])=[O:3].[CH2:6]([O:8][C:9](=[O:20])[CH:10]([N:12]1[CH2:17][CH2:16][CH2:15][CH:14]([NH2:18])[C:13]1=[O:19])[CH3:11])[CH3:7].CN1CCOCC1. Product: [CH2:6]([O:8][C:9](=[O:20])[CH:10]([N:12]1[CH2:17][CH2:16][CH2:15][CH:14]([NH:18][C:2]([O:4][CH3:5])=[O:3])[C:13]1=[O:19])[CH3:11])[CH3:7]. The catalyst class is: 4.